Dataset: Peptide-MHC class II binding affinity with 134,281 pairs from IEDB. Task: Regression. Given a peptide amino acid sequence and an MHC pseudo amino acid sequence, predict their binding affinity value. This is MHC class II binding data. The peptide sequence is DGNYPLHIASKINNN. The MHC is H-2-IAb with pseudo-sequence H-2-IAb. The binding affinity (normalized) is 0.247.